This data is from Forward reaction prediction with 1.9M reactions from USPTO patents (1976-2016). The task is: Predict the product of the given reaction. (1) Given the reactants [Cl:1][C:2]1[CH:7]=[CH:6][C:5]([C:8]2[CH2:13][C:12]([CH3:15])([CH3:14])[O:11][CH2:10][C:9]=2[C:16](OC)=[O:17])=[CH:4][CH:3]=1.[H-].[H-].[H-].[H-].[Li+].[Al+3].Cl, predict the reaction product. The product is: [Cl:1][C:2]1[CH:7]=[CH:6][C:5]([C:8]2[CH2:13][C:12]([CH3:14])([CH3:15])[O:11][CH2:10][C:9]=2[CH2:16][OH:17])=[CH:4][CH:3]=1. (2) Given the reactants [Br:1][C:2]1[CH:3]=[C:4]2[C:10]([CH:11]([OH:28])[C:12]3[C:13]([F:27])=[C:14]([NH:19][S:20]([CH2:23][CH:24]([CH3:26])[CH3:25])(=[O:22])=[O:21])[CH:15]=[CH:16][C:17]=3[F:18])=[CH:9][NH:8][C:5]2=[N:6][CH:7]=1.CC(OI1(OC(C)=O)(OC(C)=O)OC(=O)C2C=CC=CC1=2)=O, predict the reaction product. The product is: [Br:1][C:2]1[CH:3]=[C:4]2[C:10]([C:11]([C:12]3[C:13]([F:27])=[C:14]([NH:19][S:20]([CH2:23][CH:24]([CH3:25])[CH3:26])(=[O:22])=[O:21])[CH:15]=[CH:16][C:17]=3[F:18])=[O:28])=[CH:9][NH:8][C:5]2=[N:6][CH:7]=1.